Predict the reaction yield, written as a fraction of the theoretical maximum amount of product (1.0 means a 100% yield; for example, 0.34 means a 34% yield). From a dataset of Reaction yield outcomes from USPTO patents with 853,638 reactions. (1) The reactants are [OH:1][C:2]1[CH:3]=[CH:4][C:5]([CH2:12][C@@H:13]([C:15]([OH:17])=[O:16])[NH2:14])=[C:6]2[C:11]=1[N:10]=[CH:9][CH:8]=[CH:7]2.S(Cl)(Cl)=O.[CH2:22](O)[CH3:23]. The catalyst is N#N. The product is [CH2:22]([O:16][C:15](=[O:17])[C@H:13]([CH2:12][C:5]1[CH:4]=[CH:3][C:2]([OH:1])=[C:11]2[C:6]=1[CH:7]=[CH:8][CH:9]=[N:10]2)[NH2:14])[CH3:23]. The yield is 0.920. (2) The reactants are [CH2:1]([S:3][C:4]1[N:8]([CH2:9][C:10]2[CH:15]=[CH:14][C:13]([C:16]3[CH:21]=[CH:20][CH:19]=[CH:18][C:17]=3[C:22]3[NH:26][N:25]=[N:24][N:23]=3)=[CH:12][CH:11]=2)[C:7]2[C:27]([C:31]([O:33]CC)=[O:32])=[CH:28][CH:29]=[CH:30][C:6]=2[N:5]=1)[CH3:2].[OH-].[Na+]. The catalyst is CO. The product is [CH2:1]([S:3][C:4]1[N:8]([CH2:9][C:10]2[CH:11]=[CH:12][C:13]([C:16]3[CH:21]=[CH:20][CH:19]=[CH:18][C:17]=3[C:22]3[NH:26][N:25]=[N:24][N:23]=3)=[CH:14][CH:15]=2)[C:7]2[C:27]([C:31]([OH:33])=[O:32])=[CH:28][CH:29]=[CH:30][C:6]=2[N:5]=1)[CH3:2]. The yield is 0.640. (3) The reactants are [O:1]=[C:2]1[C:7]([CH2:8][C:9]2[CH:14]=[CH:13][C:12]([C:15]3[C:16]([C:21]#[N:22])=[CH:17][CH:18]=[CH:19][CH:20]=3)=[CH:11][CH:10]=2)=[C:6]([CH2:23][CH2:24][CH3:25])[N:5]2[N:26]=[CH:27][N:28]=[C:4]2[NH:3]1.[F:29][C:30]1[CH:35]=[CH:34][C:33](B(O)O)=[CH:32][CH:31]=1.C(N(CC)CC)C.N1C=CC=CC=1. The catalyst is ClCCl.C(OCC)(=O)C.C([O-])(=O)C.[Cu+2].C([O-])(=O)C. The product is [F:29][C:30]1[CH:35]=[CH:34][C:33]([N:3]2[C:2](=[O:1])[C:7]([CH2:8][C:9]3[CH:10]=[CH:11][C:12]([C:15]4[C:16]([C:21]#[N:22])=[CH:17][CH:18]=[CH:19][CH:20]=4)=[CH:13][CH:14]=3)=[C:6]([CH2:23][CH2:24][CH3:25])[N:5]3[N:26]=[CH:27][N:28]=[C:4]23)=[CH:32][CH:31]=1. The yield is 0.910. (4) The product is [C:1]12([C:11]3[O:12][N:31]=[C:22]([CH2:23][C:24]4[CH:29]=[CH:28][C:27]([CH3:30])=[CH:26][CH:25]=4)[N:21]=3)[CH2:10][CH:5]3[CH2:6][CH:7]([CH2:9][CH:3]([CH2:4]3)[CH2:2]1)[CH2:8]2. The catalyst is C1(C)C=CC=CC=1. The yield is 0.390. The reactants are [C:1]12([C:11](Cl)=[O:12])[CH2:10][CH:5]3[CH2:6][CH:7]([CH2:9][CH:3]([CH2:4]3)[CH2:2]1)[CH2:8]2.N1C=CC=CC=1.O[NH:21][C:22](=[NH:31])[CH2:23][C:24]1[CH:29]=[CH:28][C:27]([CH3:30])=[CH:26][CH:25]=1. (5) The reactants are [NH2:1][C:2]1[S:3][C:4]2[CH:10]=[C:9]([O:11][C:12]3[CH:13]=[C:14]([NH:19][C:20](=[O:33])[C:21]4[CH:26]=[CH:25][CH:24]=[C:23]([C:27]([C:30]#[N:31])([CH3:29])[CH3:28])[C:22]=4[Cl:32])[CH:15]=[CH:16][C:17]=3[F:18])[CH:8]=[CH:7][C:5]=2[N:6]=1.[C:34](Cl)(=[O:36])[CH3:35].N1C=CC=CC=1.O. The catalyst is O1CCCC1.C(OCC)(=O)C. The product is [C:34]([NH:1][C:2]1[S:3][C:4]2[CH:10]=[C:9]([O:11][C:12]3[CH:13]=[C:14]([NH:19][C:20](=[O:33])[C:21]4[CH:26]=[CH:25][CH:24]=[C:23]([C:27]([C:30]#[N:31])([CH3:29])[CH3:28])[C:22]=4[Cl:32])[CH:15]=[CH:16][C:17]=3[F:18])[CH:8]=[CH:7][C:5]=2[N:6]=1)(=[O:36])[CH3:35]. The yield is 0.280. (6) The reactants are [CH3:1][O:2][C:3](=[O:18])[C:4]1[CH:9]=[CH:8][C:7]([Cl:10])=[C:6]([N:11]2[C:15](=[O:16])[NH:14][N:13]=[N:12]2)[C:5]=1[Cl:17].CI.[C:21](=O)([O-])[O-].[K+].[K+].O. The catalyst is CN(C)C=O. The product is [Cl:17][C:5]1[C:6]([N:11]2[C:15](=[O:16])[N:14]([CH3:21])[N:13]=[N:12]2)=[C:7]([Cl:10])[CH:8]=[CH:9][C:4]=1[C:3]([O:2][CH3:1])=[O:18]. The yield is 0.980. (7) The reactants are [CH3:1][C:2]1[O:6][N:5]=[C:4]([C:7]2[CH:12]=[CH:11][CH:10]=[CH:9][CH:8]=2)[C:3]=1[C:13]1[N:14]=[C:15]2[CH:20]=[C:19]([C:21]([OH:23])=O)[CH:18]=[CH:17][N:16]2[CH:24]=1.[CH:25]1([NH2:28])[CH2:27][CH2:26]1. No catalyst specified. The product is [CH:25]1([NH:28][C:21]([C:19]2[CH:18]=[CH:17][N:16]3[CH:24]=[C:13]([C:3]4[C:4]([C:7]5[CH:12]=[CH:11][CH:10]=[CH:9][CH:8]=5)=[N:5][O:6][C:2]=4[CH3:1])[N:14]=[C:15]3[CH:20]=2)=[O:23])[CH2:27][CH2:26]1. The yield is 0.480. (8) The reactants are [F:1][C:2]([F:14])([F:13])[O:3][C:4]1[CH:9]=[CH:8][C:7](B(O)O)=[CH:6][CH:5]=1.[Cl:15][C:16]1[CH:21]=[C:20](Cl)[N:19]=[CH:18][N:17]=1.C(=O)([O-])[O-].[K+].[K+]. The catalyst is O1CCOCC1.O.C1C=CC(P(C2C=CC=CC=2)[C-]2C=CC=C2)=CC=1.C1C=CC(P(C2C=CC=CC=2)[C-]2C=CC=C2)=CC=1.Cl[Pd]Cl.[Fe+2]. The product is [Cl:15][C:16]1[CH:21]=[C:20]([C:7]2[CH:8]=[CH:9][C:4]([O:3][C:2]([F:14])([F:13])[F:1])=[CH:5][CH:6]=2)[N:19]=[CH:18][N:17]=1. The yield is 0.540. (9) The reactants are [Cl:1][C:2]1[CH:3]=[C:4]([C:10]2[CH:11]=[C:12]3[C:17](=[CH:18][CH:19]=2)[N:16]=[CH:15][C:14]([C:20]([CH:22]2[CH2:24][CH2:23]2)=[O:21])=[C:13]3[NH:25][C:26]2[CH:31]=[CH:30][C:29]([C:32]([NH:35]C(=O)OC(C)(C)C)([CH3:34])[CH3:33])=[CH:28][CH:27]=2)[CH:5]=[C:6]([F:9])[C:7]=1[OH:8].C(O)(C(F)(F)F)=O. No catalyst specified. The product is [NH2:35][C:32]([C:29]1[CH:28]=[CH:27][C:26]([NH:25][C:13]2[C:12]3[C:17](=[CH:18][CH:19]=[C:10]([C:4]4[CH:5]=[C:6]([F:9])[C:7]([OH:8])=[C:2]([Cl:1])[CH:3]=4)[CH:11]=3)[N:16]=[CH:15][C:14]=2[C:20]([CH:22]2[CH2:23][CH2:24]2)=[O:21])=[CH:31][CH:30]=1)([CH3:34])[CH3:33]. The yield is 0.320. (10) The reactants are [Cl:1][C:2]1[CH:7]=[CH:6][C:5]([C:8]2[CH:13]=[CH:12][N:11]([C:14]3[CH:22]=[C:21]4[C:17]([C:18]5[CH2:27][CH2:26][NH:25][CH2:24][C:19]=5[N:20]4[CH3:23])=[CH:16][CH:15]=3)[C:10](=[O:28])[CH:9]=2)=[C:4]([O:29][CH3:30])[CH:3]=1.C=O.[C:33](O[BH-](OC(=O)C)OC(=O)C)(=O)C.[Na+].C([O-])(O)=O.[Na+]. The catalyst is CO.C(Cl)Cl. The product is [Cl:1][C:2]1[CH:7]=[CH:6][C:5]([C:8]2[CH:13]=[CH:12][N:11]([C:14]3[CH:22]=[C:21]4[C:17]([C:18]5[CH2:27][CH2:26][N:25]([CH3:33])[CH2:24][C:19]=5[N:20]4[CH3:23])=[CH:16][CH:15]=3)[C:10](=[O:28])[CH:9]=2)=[C:4]([O:29][CH3:30])[CH:3]=1. The yield is 0.890.